Dataset: Full USPTO retrosynthesis dataset with 1.9M reactions from patents (1976-2016). Task: Predict the reactants needed to synthesize the given product. (1) Given the product [CH2:56]([N:60]([CH2:109][C:110]1[CH:115]=[CH:114][C:113]([Cl:116])=[C:112]([Cl:117])[CH:111]=1)[C:61]([C:63]1[C:67]([Cl:68])=[C:66]([CH3:69])[N:65]([C:70]2[CH:96]=[CH:95][C:73]([C:74]([NH:76][S:77]([C:80]3[CH:89]=[C:88]4[C:83]([CH:84]=[CH:85][C:86]([C:90]([OH:92])=[O:91])=[CH:87]4)=[CH:82][CH:81]=3)(=[O:79])=[O:78])=[O:75])=[CH:72][C:71]=2[C:97]([N:99]2[CH2:108][CH2:107][C:106]3[C:101](=[CH:102][CH:103]=[CH:104][CH:105]=3)[CH2:100]2)=[O:98])[N:64]=1)=[O:62])[CH2:57][CH2:58][CH3:59], predict the reactants needed to synthesize it. The reactants are: ClC1C(C(=O)N(CCCC)CCCC)=NN(C2C=CC(C(NS(C3C=C4C(C=CC(C(O)=O)=C4)=CC=3)(=O)=O)=O)=CC=2C(N2CCC3C(=CC=CC=3)C2)=O)C=1C.[CH2:56]([N:60]([CH2:109][C:110]1[CH:115]=[CH:114][C:113]([Cl:116])=[C:112]([Cl:117])[CH:111]=1)[C:61]([C:63]1[C:67]([Cl:68])=[C:66]([CH3:69])[N:65]([C:70]2[CH:96]=[CH:95][C:73]([C:74]([NH:76][S:77]([C:80]3[CH:89]=[C:88]4[C:83]([CH:84]=[CH:85][C:86]([C:90]([O:92]CC)=[O:91])=[CH:87]4)=[CH:82][CH:81]=3)(=[O:79])=[O:78])=[O:75])=[CH:72][C:71]=2[C:97]([N:99]2[CH2:108][CH2:107][C:106]3[C:101](=[CH:102][CH:103]=[CH:104][CH:105]=3)[CH2:100]2)=[O:98])[N:64]=1)=[O:62])[CH2:57][CH2:58][CH3:59]. (2) The reactants are: [CH2:1]([O:3][C:4]([C:6]1[CH:29]=[CH:28][C:9]2[N:10]([CH:22]3[CH2:27][CH2:26][CH2:25][CH2:24][CH2:23]3)[C:11]([C:13]3[CH:18]=CC(N)=[C:15](C=O)[CH:14]=3)=[N:12][C:8]=2[CH:7]=1)=[O:5])[CH3:2].[C:30]([OH:35])(=[O:34])C(C)=O.[NH:36]1[CH2:41][CH2:40][CH2:39][CH2:38][CH2:37]1. Given the product [CH:22]1([N:10]2[C:9]3[CH:28]=[CH:29][C:6]([C:4]([O:3][CH2:1][CH3:2])=[O:5])=[CH:7][C:8]=3[N:12]=[C:11]2[C:13]2[CH:18]=[C:40]3[C:41](=[CH:15][CH:14]=2)[N:36]=[C:37]([C:30]([OH:35])=[O:34])[CH:38]=[CH:39]3)[CH2:27][CH2:26][CH2:25][CH2:24][CH2:23]1, predict the reactants needed to synthesize it. (3) Given the product [P:1]([O:13][CH2:14][C@@H:15]1[C@@H:22]2[C@@H:18]([O:19][C:20]([CH3:24])([CH3:23])[O:21]2)[C@H:17]([N:25]2[C:33]([C:38]#[N:39])=[N:32][C:31]3[C:26]2=[N:27][CH:28]=[N:29][C:30]=3[N:35]([CH3:37])[CH3:36])[O:16]1)([O:8][C:9]([CH3:12])([CH3:11])[CH3:10])([O:3][C:4]([CH3:7])([CH3:6])[CH3:5])=[O:2], predict the reactants needed to synthesize it. The reactants are: [P:1]([O:13][CH2:14][C@@H:15]1[C@@H:22]2[C@@H:18]([O:19][C:20]([CH3:24])([CH3:23])[O:21]2)[C@H:17]([N:25]2[C:33](Br)=[N:32][C:31]3[C:26]2=[N:27][CH:28]=[N:29][C:30]=3[N:35]([CH3:37])[CH3:36])[O:16]1)([O:8][C:9]([CH3:12])([CH3:11])[CH3:10])([O:3][C:4]([CH3:7])([CH3:6])[CH3:5])=[O:2].[CH3:38][N:39](C=O)C. (4) Given the product [F:21][C:22]1[CH:27]=[CH:26][C:25]([N:1]2[CH:5]=[C:4]([C:6]3[C:7]([C:15]4[CH:16]=[CH:17][CH:18]=[CH:19][CH:20]=4)=[N:8][O:9][C:10]=3[C:11]([F:14])([F:12])[F:13])[N:3]=[CH:2]2)=[CH:24][CH:23]=1, predict the reactants needed to synthesize it. The reactants are: [NH:1]1[CH:5]=[C:4]([C:6]2[C:7]([C:15]3[CH:20]=[CH:19][CH:18]=[CH:17][CH:16]=3)=[N:8][O:9][C:10]=2[C:11]([F:14])([F:13])[F:12])[N:3]=[CH:2]1.[F:21][C:22]1[CH:27]=[CH:26][C:25](B(O)O)=[CH:24][CH:23]=1. (5) Given the product [CH2:39]([O:26][C:25](=[O:27])[C@@H:24]([NH:23][C:21]([C:17]1[C:16]([CH3:37])=[N:15][C:14]([NH:13][CH2:12][CH2:11][CH2:10][C:5]2[CH:6]=[CH:7][CH:8]=[C:9]3[C:4]=2[CH:3]=[N:2][NH:1]3)=[N:19][C:18]=1[CH3:20])=[O:22])[CH2:28][NH:29][C:30]([C:32]1[S:33][CH:34]=[CH:35][CH:36]=1)=[O:31])[CH2:40][CH2:41][CH3:42], predict the reactants needed to synthesize it. The reactants are: [NH:1]1[C:9]2[C:4](=[C:5]([CH2:10][CH2:11][CH2:12][NH:13][C:14]3[N:19]=[C:18]([CH3:20])[C:17]([C:21]([NH:23][C@@H:24]([CH2:28][NH:29][C:30]([C:32]4[S:33][CH:34]=[CH:35][CH:36]=4)=[O:31])[C:25]([OH:27])=[O:26])=[O:22])=[C:16]([CH3:37])[N:15]=3)[CH:6]=[CH:7][CH:8]=2)[CH:3]=[N:2]1.I[CH2:39][CH2:40][CH2:41][CH3:42].C(=O)([O-])[O-].[K+].[K+]. (6) Given the product [Br:7][C:8]1[C:9]([OH:15])=[C:10]([CH2:20][CH:21]=[O:22])[C:11]([F:14])=[CH:12][CH:13]=1, predict the reactants needed to synthesize it. The reactants are: I([O-])(=O)(=O)=O.[Na+].[Br:7][C:8]1[CH:13]=[CH:12][C:11]([F:14])=[CH:10][C:9]=1[O:15]CC=C.C1C[O:22][CH2:21][CH2:20]1.